The task is: Predict the reactants needed to synthesize the given product.. This data is from Full USPTO retrosynthesis dataset with 1.9M reactions from patents (1976-2016). (1) Given the product [S:40](=[C:10]1[CH:11]=[C:12]2[C:7](=[N:6][CH:5]=[C:4]2[CH2:3][CH2:2][NH2:1])[CH:8]=[CH:9]1)(=[O:42])=[O:41], predict the reactants needed to synthesize it. The reactants are: [NH2:1][CH2:2][CH2:3][C:4]1[C:12]2[C:7](=[CH:8][CH:9]=[CH:10][CH:11]=2)[NH:6][CH:5]=1.C(=O)(OC(C)(C)C)OC(C)(C)C.C([O-])([O-])=O.[K+].[K+].ClC1N=C2N(C=1[S:40](Cl)(=[O:42])=[O:41])C=CS2.CC(C)([O-])C.[K+].C([O-])(O)=O.[Na+]. (2) Given the product [Cl:1][C:2]1[CH:3]=[C:4]([S:8][C:9]2[CH:10]=[C:11]([CH:15]=[O:16])[S:12][C:13]=2[CH3:14])[CH:5]=[CH:6][CH:7]=1, predict the reactants needed to synthesize it. The reactants are: [Cl:1][C:2]1[CH:3]=[C:4]([S:8][C:9]2[CH:10]=[C:11]([CH:15]3OCC[O:16]3)[S:12][C:13]=2[CH3:14])[CH:5]=[CH:6][CH:7]=1.CC(C)=O. (3) Given the product [F:40][C:41]1[CH:49]=[CH:48][C:47]([C:50]([F:51])([F:52])[F:53])=[CH:46][C:42]=1[C:43]([NH:19][CH2:20][C:21](=[O:22])[NH:23][CH:24]1[CH2:27][N:26]([CH:28]2[CH2:33][CH2:32][CH:31]([C:34]3[CH:39]=[CH:38][CH:37]=[CH:36][CH:35]=3)[CH2:30][CH2:29]2)[CH2:25]1)=[O:44], predict the reactants needed to synthesize it. The reactants are: CCN=C=NCCCN(C)C.OC(C(F)(F)F)=O.[NH2:19][CH2:20][C:21]([NH:23][CH:24]1[CH2:27][N:26]([CH:28]2[CH2:33][CH2:32][CH:31]([C:34]3[CH:39]=[CH:38][CH:37]=[CH:36][CH:35]=3)[CH2:30][CH2:29]2)[CH2:25]1)=[O:22].[F:40][C:41]1[CH:49]=[CH:48][C:47]([C:50]([F:53])([F:52])[F:51])=[CH:46][C:42]=1[C:43](O)=[O:44]. (4) The reactants are: [CH:1]1([C@@H:7]([NH:9][C:10]([C:12]2[C:21]3[C:16](=[CH:17][CH:18]=[C:19]([F:22])[CH:20]=3)[N:15]=[C:14]([C:23]3[CH:28]=[CH:27][CH:26]=[CH:25][CH:24]=3)[C:13]=2[CH2:29][N:30]2[CH2:35][CH2:34][N:33]([CH2:36][CH2:37][CH2:38][O:39]C3CCCCO3)[C:32](=[O:46])[CH2:31]2)=[O:11])[CH3:8])[CH2:6][CH2:5][CH2:4][CH2:3][CH2:2]1.Cl. Given the product [CH:1]1([C@@H:7]([NH:9][C:10]([C:12]2[C:21]3[C:16](=[CH:17][CH:18]=[C:19]([F:22])[CH:20]=3)[N:15]=[C:14]([C:23]3[CH:24]=[CH:25][CH:26]=[CH:27][CH:28]=3)[C:13]=2[CH2:29][N:30]2[CH2:35][CH2:34][N:33]([CH2:36][CH2:37][CH2:38][OH:39])[C:32](=[O:46])[CH2:31]2)=[O:11])[CH3:8])[CH2:6][CH2:5][CH2:4][CH2:3][CH2:2]1, predict the reactants needed to synthesize it. (5) The reactants are: [Cl:1][C:2]1[CH:3]=[C:4]([NH:9][C:10]([C:12]2[C:16]([CH2:17][O:18][Si:19]([CH:26]([CH3:28])[CH3:27])([CH:23]([CH3:25])[CH3:24])[CH:20]([CH3:22])[CH3:21])=[N:15][O:14][N:13]=2)=[S:11])[CH:5]=[CH:6][C:7]=1[F:8].[CH:29](N(CC)C(C)C)(C)C.FC(F)(F)S(OC)(=O)=O. Given the product [Cl:1][C:2]1[CH:3]=[C:4]([N:9]=[C:10]([C:12]2[C:16]([CH2:17][O:18][Si:19]([CH:23]([CH3:25])[CH3:24])([CH:26]([CH3:28])[CH3:27])[CH:20]([CH3:21])[CH3:22])=[N:15][O:14][N:13]=2)[S:11][CH3:29])[CH:5]=[CH:6][C:7]=1[F:8], predict the reactants needed to synthesize it. (6) Given the product [CH:1](=[N:12][CH2:11][CH2:10][N:13]=[CH:1][C:2]1[C:3](=[CH:5][CH:6]=[CH:7][CH:8]=1)[OH:4])[C:2]1[C:3](=[CH:5][CH:6]=[CH:7][CH:8]=1)[OH:4], predict the reactants needed to synthesize it. The reactants are: [CH:1](=O)[C:2]1[C:3](=[CH:5][CH:6]=[CH:7][CH:8]=1)[OH:4].[CH2:10]([NH2:13])[CH2:11][NH2:12]. (7) The reactants are: Cl.[Cl:2][C:3]1[C:8]([C:9]([F:12])([F:11])[F:10])=[CH:7][CH:6]=[CH:5][C:4]=1[C@@H:13]([NH2:15])[CH3:14].C([O:20][C:21]([C:23]1[CH:28]=[CH:27][CH:26]=[CH:25][C:24]=1[C:29]1[CH:34]=[CH:33][C:32]([CH2:35][N:36]2[C:44]3[C:39](=[CH:40][C:41]([C:45](O)=[O:46])=[CH:42][CH:43]=3)[C:38]([CH3:48])=[C:37]2[CH3:49])=[CH:31][CH:30]=1)=[O:22])(C)(C)C. Given the product [Cl:2][C:3]1[C:8]([C:9]([F:11])([F:12])[F:10])=[CH:7][CH:6]=[CH:5][C:4]=1[C@@H:13]([NH:15][C:45]([C:41]1[CH:40]=[C:39]2[C:44](=[CH:43][CH:42]=1)[N:36]([CH2:35][C:32]1[CH:31]=[CH:30][C:29]([C:24]3[C:23]([C:21]([OH:22])=[O:20])=[CH:28][CH:27]=[CH:26][CH:25]=3)=[CH:34][CH:33]=1)[C:37]([CH3:49])=[C:38]2[CH3:48])=[O:46])[CH3:14], predict the reactants needed to synthesize it. (8) The reactants are: [NH2:1][C:2]1[C:11]2[CH:10]=[CH:9][C:8]([F:12])=[C:7](Br)[C:6]=2[N:5]=[C:4]2[CH2:14][N:15]([CH:18]3[CH2:21][CH2:20][CH2:19]3)[C:16](=[O:17])[C:3]=12.[CH3:22][O:23][C:24]1[CH:25]=[N:26][CH:27]=[CH:28][C:29]=1B(O)O. Given the product [NH2:1][C:2]1[C:11]2[CH:10]=[CH:9][C:8]([F:12])=[C:7]([C:29]3[CH:28]=[CH:27][N:26]=[CH:25][C:24]=3[O:23][CH3:22])[C:6]=2[N:5]=[C:4]2[CH2:14][N:15]([CH:18]3[CH2:21][CH2:20][CH2:19]3)[C:16](=[O:17])[C:3]=12, predict the reactants needed to synthesize it. (9) Given the product [Br:27][CH2:2][C:1]([C:4]1[CH:13]=[CH:12][C:11]([O:14][CH2:15][C:16]2[CH:21]=[CH:20][CH:19]=[CH:18][CH:17]=2)=[C:10]2[C:5]=1[CH:6]=[CH:7][C:8](=[O:22])[NH:9]2)=[O:3], predict the reactants needed to synthesize it. The reactants are: [C:1]([C:4]1[CH:13]=[CH:12][C:11]([O:14][CH2:15][C:16]2[CH:21]=[CH:20][CH:19]=[CH:18][CH:17]=2)=[C:10]2[C:5]=1[CH:6]=[CH:7][C:8](=[O:22])[NH:9]2)(=[O:3])[CH3:2].B(F)(F)F.[Br:27]Br.C(=O)([O-])[O-].[K+].[K+]. (10) Given the product [CH2:1]([O:3][C:4](=[O:11])[CH:5]([NH:10][S:20]([C:13]1[C:14]([CH3:19])=[CH:15][C:16]([CH3:18])=[CH:17][C:12]=1[CH3:24])(=[O:22])=[O:21])[C:6]([F:7])([F:8])[F:9])[CH3:2], predict the reactants needed to synthesize it. The reactants are: [CH2:1]([O:3][C:4](=[O:11])[CH:5]([NH2:10])[C:6]([F:9])([F:8])[F:7])[CH3:2].[C:12]1([CH3:24])[CH:17]=[C:16]([CH3:18])[CH:15]=[C:14]([CH3:19])[C:13]=1[S:20](Cl)(=[O:22])=[O:21].S(Cl)(Cl)(=O)=O.